Predict the reaction yield, written as a fraction of the theoretical maximum amount of product (1.0 means a 100% yield; for example, 0.34 means a 34% yield). From a dataset of Reaction yield outcomes from USPTO patents with 853,638 reactions. (1) The yield is 0.200. The reactants are [I:1][C:2]1[N:7]=[C:6]([CH3:8])[C:5]([OH:9])=[C:4]([CH3:10])[CH:3]=1.[Cl:11][C:12]1[CH:17]=[C:16](Cl)[CH:15]=[CH:14][N:13]=1.C([O-])([O-])=O.[K+].[K+].CCOC(C)=O. The catalyst is CC(N(C)C)=O.O. The product is [Cl:11][C:12]1[CH:17]=[C:16]([O:9][C:5]2[C:6]([CH3:8])=[N:7][C:2]([I:1])=[CH:3][C:4]=2[CH3:10])[CH:15]=[CH:14][N:13]=1. (2) The reactants are [CH2:1]([O:8][C:9]1[C:14](=[O:15])[N:13]2[CH:16]=[C:17]([CH3:20])[CH:18]=[CH:19][C:12]2=[N:11][C:10]=1[C:21](O)=[O:22])[C:2]1[CH:7]=[CH:6][CH:5]=[CH:4][CH:3]=1.ON1[C:29]2[CH:30]=[CH:31][CH:32]=[CH:33][C:28]=2N=N1.Cl.C[N:36](C)[CH2:37][CH2:38]CN=C=NCC.C(N(CC)CC)C.[O:53]1CCCC1. No catalyst specified. The product is [O:53]=[C:38]([C:28]1[CH:33]=[CH:32][CH:31]=[CH:30][CH:29]=1)[CH2:37][NH:36][C:21]([C:10]1[N:11]=[C:12]2[CH:19]=[CH:18][C:17]([CH3:20])=[CH:16][N:13]2[C:14](=[O:15])[C:9]=1[O:8][CH2:1][C:2]1[CH:3]=[CH:4][CH:5]=[CH:6][CH:7]=1)=[O:22]. The yield is 0.450. (3) The reactants are [NH2:1][CH2:2][C:3]1[CH:8]=[CH:7][C:6]([NH2:9])=[CH:5][CH:4]=1.C(N(CC)CC)C.[CH3:17][C:18]([O:21][C:22](O[C:22]([O:21][C:18]([CH3:20])([CH3:19])[CH3:17])=[O:23])=[O:23])([CH3:20])[CH3:19].C([O-])(O)=O.[Na+]. The catalyst is C(Cl)(Cl)Cl. The product is [C:18]([O:21][C:22](=[O:23])[NH:1][CH2:2][C:3]1[CH:8]=[CH:7][C:6]([NH2:9])=[CH:5][CH:4]=1)([CH3:20])([CH3:19])[CH3:17]. The yield is 0.990. (4) The reactants are O[B:2]1[CH2:7][CH2:6][CH2:5][CH:4]([CH2:8][C:9]([O:11][C:12]([CH3:15])([CH3:14])[CH3:13])=[O:10])[O:3]1.C[C@@:17]1([OH:27])[C@H:22]([OH:23])[CH2:21][C@@H:20]2[CH2:24][C@H:18]1[C:19]2([CH3:26])[CH3:25].[CH2:28]1COCC1. No catalyst specified. The product is [OH:3][CH:4]([CH2:5][CH2:6][CH2:7][B:2]1[O:23][C@:22]2([CH3:28])[C@@H:17]([C@@H:18]3[CH2:24][C@H:20]([CH2:21]2)[C:19]3([CH3:25])[CH3:26])[O:27]1)[CH2:8][C:9]([O:11][C:12]([CH3:15])([CH3:14])[CH3:13])=[O:10]. The yield is 0.719. (5) The reactants are [F:1][C:2]1[CH:3]=[C:4]([N:15]2[CH2:19][C@H:18]([CH2:20][NH:21][C:22](=[O:24])[CH3:23])[O:17][C:16]2=[O:25])[CH:5]=[CH:6][C:7]=1[N:8]1[CH2:13][CH2:12][C:11](=O)[CH2:10][CH2:9]1.[In].C(Br)C=C.[O:31]1CC[CH2:33][CH2:32]1.O. No catalyst specified. The product is [F:1][C:2]1[CH:3]=[C:4]([N:15]2[CH2:19][C@H:18]([CH2:20][NH:21][C:22](=[O:24])[CH3:23])[O:17][C:16]2=[O:25])[CH:5]=[CH:6][C:7]=1[N:8]1[CH2:13][CH2:12][C:11](=[CH:33][CH:32]=[O:31])[CH2:10][CH2:9]1. The yield is 0.860. (6) The reactants are [OH-].[Na+].[OH:3][CH2:4][CH:5]1[CH2:10][CH2:9][CH2:8][N:7]([C:11]2[CH:12]=[CH:13][C:14]([CH3:32])=[C:15]([CH:31]=2)[C:16]([NH:18][C:19]2[C:20]([CH3:30])=[C:21]([CH:26]=[CH:27][C:28]=2[CH3:29])[C:22]([O:24]C)=[O:23])=[O:17])[CH2:6]1.CO. The catalyst is C1COCC1. The product is [OH:3][CH2:4][CH:5]1[CH2:10][CH2:9][CH2:8][N:7]([C:11]2[CH:12]=[CH:13][C:14]([CH3:32])=[C:15]([CH:31]=2)[C:16]([NH:18][C:19]2[C:20]([CH3:30])=[C:21]([CH:26]=[CH:27][C:28]=2[CH3:29])[C:22]([OH:24])=[O:23])=[O:17])[CH2:6]1. The yield is 0.725. (7) The product is [Cl:17][C:18]1[CH:23]=[CH:22][C:21]([NH:24][C:25]([NH:16][C:10]2[CH:11]=[CH:12][C:13]([O:14][CH3:15])=[C:8]([C:3]3[N:4]([CH3:7])[N:5]=[CH:6][C:2]=3[F:1])[CH:9]=2)=[O:26])=[CH:20][C:19]=1[C:27]([F:28])([F:29])[F:30]. The yield is 0.290. No catalyst specified. The reactants are [F:1][C:2]1[CH:6]=[N:5][N:4]([CH3:7])[C:3]=1[C:8]1[CH:9]=[C:10]([NH2:16])[CH:11]=[CH:12][C:13]=1[O:14][CH3:15].[Cl:17][C:18]1[CH:23]=[CH:22][C:21]([N:24]=[C:25]=[O:26])=[CH:20][C:19]=1[C:27]([F:30])([F:29])[F:28]. (8) The reactants are [C:1]([C:5]1[CH:10]=[CH:9][C:8]([C:11]2[S:12][CH:13]=[C:14]([CH:20]=[O:21])[C:15]=2[O:16]COC)=[CH:7][CH:6]=1)([CH3:4])([CH3:3])[CH3:2].Cl.O. The catalyst is O1CCOCC1. The product is [C:1]([C:5]1[CH:6]=[CH:7][C:8]([C:11]2[S:12][CH:13]=[C:14]([CH:20]=[O:21])[C:15]=2[OH:16])=[CH:9][CH:10]=1)([CH3:4])([CH3:2])[CH3:3]. The yield is 0.680. (9) No catalyst specified. The reactants are C[NH:2][C@H:3]1CC[C@H:6](C(O)=O)[CH2:5][CH2:4]1.C([O-])([O-])=[O:13].[Na+].[Na+].Cl[C:19]([O:21][CH2:22][C:23]1[CH:28]=[CH:27][CH:26]=[CH:25][CH:24]=1)=[O:20].[CH2:29]1[CH2:33][O:32][CH2:31][CH2:30]1. The product is [CH2:22]([O:21][C:19]([NH:2][CH2:3][C@H:4]1[CH2:5][CH2:6][C@H:30]([C:31]([OH:13])=[O:32])[CH2:29][CH2:33]1)=[O:20])[C:23]1[CH:28]=[CH:27][CH:26]=[CH:25][CH:24]=1. The yield is 0.740. (10) The reactants are [C:1]1(=O)[CH2:6][CH2:5][CH2:4][CH2:3][CH2:2]1.C[C:9]1[NH:10][C:11]2[C:16]([CH:17]=1)=[CH:15][CH:14]=[C:13]([C:18]([OH:20])=[O:19])[CH:12]=2.C[O-].[Na+]. The catalyst is CO. The product is [C:1]1([C:17]2[C:16]3[C:11](=[CH:12][C:13]([C:18]([OH:20])=[O:19])=[CH:14][CH:15]=3)[NH:10][CH:9]=2)[CH2:6][CH2:5][CH2:4][CH2:3][CH:2]=1. The yield is 0.975.